Predict the reaction yield, written as a fraction of the theoretical maximum amount of product (1.0 means a 100% yield; for example, 0.34 means a 34% yield). From a dataset of Reaction yield outcomes from USPTO patents with 853,638 reactions. The reactants are COC[C@@H]1[C@H](C=O)[C@]1(C)C1C=C(C(C)C)C=C(C(C)C)C=1.CC12C(C)(C)[C:26]([C:32]([O:34][CH2:35][C@@H:36]3[C@@H:38]([CH2:39][O:40]CC)[C@:37]3([CH3:55])[C:43]3[CH:48]=[C:47]([CH:49]([CH3:51])[CH3:50])[CH:46]=[C:45]([CH:52]([CH3:54])[CH3:53])[CH:44]=3)=O)(CC1)OC2=O. No catalyst specified. The product is [CH2:32]([O:34][CH2:35][C@@H:36]1[C@@H:38]([CH:39]=[O:40])[C@@:37]1([CH3:55])[C:43]1[CH:44]=[C:45]([CH:52]([CH3:53])[CH3:54])[CH:46]=[C:47]([CH:49]([CH3:51])[CH3:50])[CH:48]=1)[CH3:26]. The yield is 0.980.